Dataset: NCI-60 drug combinations with 297,098 pairs across 59 cell lines. Task: Regression. Given two drug SMILES strings and cell line genomic features, predict the synergy score measuring deviation from expected non-interaction effect. (1) Drug 1: CC(C1=C(C=CC(=C1Cl)F)Cl)OC2=C(N=CC(=C2)C3=CN(N=C3)C4CCNCC4)N. Drug 2: C1CNP(=O)(OC1)N(CCCl)CCCl. Cell line: MOLT-4. Synergy scores: CSS=2.42, Synergy_ZIP=1.09, Synergy_Bliss=-3.54, Synergy_Loewe=-47.1, Synergy_HSA=-4.98. (2) Drug 1: C1=C(C(=O)NC(=O)N1)N(CCCl)CCCl. Drug 2: CNC(=O)C1=NC=CC(=C1)OC2=CC=C(C=C2)NC(=O)NC3=CC(=C(C=C3)Cl)C(F)(F)F. Cell line: MDA-MB-231. Synergy scores: CSS=44.8, Synergy_ZIP=-13.3, Synergy_Bliss=-10.1, Synergy_Loewe=-12.8, Synergy_HSA=-6.32. (3) Synergy scores: CSS=18.2, Synergy_ZIP=-2.16, Synergy_Bliss=-2.97, Synergy_Loewe=-37.7, Synergy_HSA=-3.13. Drug 1: CCN(CC)CCNC(=O)C1=C(NC(=C1C)C=C2C3=C(C=CC(=C3)F)NC2=O)C. Cell line: NCI-H226. Drug 2: CN(CC1=CN=C2C(=N1)C(=NC(=N2)N)N)C3=CC=C(C=C3)C(=O)NC(CCC(=O)O)C(=O)O. (4) Synergy scores: CSS=61.1, Synergy_ZIP=-0.353, Synergy_Bliss=-1.25, Synergy_Loewe=-3.37, Synergy_HSA=0.328. Drug 2: CC=C1C(=O)NC(C(=O)OC2CC(=O)NC(C(=O)NC(CSSCCC=C2)C(=O)N1)C(C)C)C(C)C. Drug 1: C1=CC(=C2C(=C1NCCNCCO)C(=O)C3=C(C=CC(=C3C2=O)O)O)NCCNCCO. Cell line: HCT116. (5) Drug 1: C1=CN(C=N1)CC(O)(P(=O)(O)O)P(=O)(O)O. Cell line: OVCAR-8. Synergy scores: CSS=31.3, Synergy_ZIP=-2.38, Synergy_Bliss=1.99, Synergy_Loewe=-10.5, Synergy_HSA=1.21. Drug 2: CC1C(C(CC(O1)OC2CC(CC3=C2C(=C4C(=C3O)C(=O)C5=C(C4=O)C(=CC=C5)OC)O)(C(=O)CO)O)N)O.Cl. (6) Drug 1: CS(=O)(=O)OCCCCOS(=O)(=O)C. Drug 2: C1C(C(OC1N2C=NC(=NC2=O)N)CO)O. Cell line: A549. Synergy scores: CSS=13.4, Synergy_ZIP=-4.14, Synergy_Bliss=1.06, Synergy_Loewe=-0.103, Synergy_HSA=0.0632. (7) Drug 1: CC1=C2C(C(=O)C3(C(CC4C(C3C(C(C2(C)C)(CC1OC(=O)C(C(C5=CC=CC=C5)NC(=O)OC(C)(C)C)O)O)OC(=O)C6=CC=CC=C6)(CO4)OC(=O)C)OC)C)OC. Drug 2: C1CCC(C(C1)N)N.C(=O)(C(=O)[O-])[O-].[Pt+4]. Cell line: LOX IMVI. Synergy scores: CSS=41.6, Synergy_ZIP=2.82, Synergy_Bliss=2.60, Synergy_Loewe=3.64, Synergy_HSA=5.00.